Dataset: Full USPTO retrosynthesis dataset with 1.9M reactions from patents (1976-2016). Task: Predict the reactants needed to synthesize the given product. (1) Given the product [CH2:38]([S:41]([O:22][C:19]1[CH:18]=[CH:17][C:16]([C:13]2[N:12]([C:23]3[CH:28]=[CH:27][C:26]([Cl:29])=[CH:25][C:24]=3[Cl:30])[N:11]=[C:10]([C:8]([NH:7][CH:1]3[CH2:6][CH2:5][CH2:4][CH2:3][CH2:2]3)=[O:9])[C:14]=2[CH3:15])=[CH:21][CH:20]=1)(=[O:43])=[O:42])[CH2:39][CH3:40], predict the reactants needed to synthesize it. The reactants are: [CH:1]1([NH:7][C:8]([C:10]2[C:14]([CH3:15])=[C:13]([C:16]3[CH:21]=[CH:20][C:19]([OH:22])=[CH:18][CH:17]=3)[N:12]([C:23]3[CH:28]=[CH:27][C:26]([Cl:29])=[CH:25][C:24]=3[Cl:30])[N:11]=2)=[O:9])[CH2:6][CH2:5][CH2:4][CH2:3][CH2:2]1.C(N(CC)CC)C.[CH2:38]([S:41](Cl)(=[O:43])=[O:42])[CH2:39][CH3:40]. (2) Given the product [CH3:1][O:2][C:3]1[C:12]([NH:13][C:14]([N:36]2[CH2:35][CH2:34][N:33]([C:27]3[CH:26]=[C:25]([O:24][CH3:23])[CH:30]=[C:29]([O:31][CH3:32])[CH:28]=3)[CH2:38][CH2:37]2)=[O:18])=[N:11][C:10]2[C:5](=[CH:6][C:7]([O:21][CH3:22])=[C:8]([O:19][CH3:20])[CH:9]=2)[N:4]=1, predict the reactants needed to synthesize it. The reactants are: [CH3:1][O:2][C:3]1[C:12]([NH:13][C:14](=[O:18])OCC)=[N:11][C:10]2[C:5](=[CH:6][C:7]([O:21][CH3:22])=[C:8]([O:19][CH3:20])[CH:9]=2)[N:4]=1.[CH3:23][O:24][C:25]1[CH:26]=[C:27]([N:33]2[CH2:38][CH2:37][NH:36][CH2:35][CH2:34]2)[CH:28]=[C:29]([O:31][CH3:32])[CH:30]=1.